This data is from Full USPTO retrosynthesis dataset with 1.9M reactions from patents (1976-2016). The task is: Predict the reactants needed to synthesize the given product. (1) Given the product [NH:1]1[C:9]2[C:4](=[CH:5][CH:6]=[CH:7][N:8]=2)[C:3]([CH2:13][C:14]([NH2:16])=[O:15])=[CH:2]1, predict the reactants needed to synthesize it. The reactants are: [NH:1]1[C:9]2[C:4](=[CH:5][CH:6]=[CH:7][N:8]=2)[CH:3]=[CH:2]1.[H-].[Na+].I[CH2:13][C:14]([NH2:16])=[O:15]. (2) Given the product [CH3:25]/[CH:20]=[CH:21]\[C:2]1[CH:3]=[C:4]([O:14][CH3:11])[C:5]([O:18][CH3:15])=[CH:6][C:1]=1[O:7][CH3:26], predict the reactants needed to synthesize it. The reactants are: [C:1]1([OH:7])[CH:6]=[CH:5][CH:4]=[CH:3][CH:2]=1.OO.[Tl+3].[C:11]([OH:14])(=O)C.[C:15]([OH:18])(=O)C.I[C:20]1[CH:25]=CC=C[CH:21]=1.[CH3:26]C(C(CC1C=CC(O)=C(O)C=1)C)CC1C=CC(O)=C(O)C=1.COC(OC)(C)C(C1C=CC=CC=1)=O.COC(OC)(C1C=CC=CC=1)C(=O)C.COC1C=C(OC)C(OC)=CC=1CCC.C/C=C/C1C(OC)=CC(OC)=C(OC)C=1. (3) Given the product [S:3]1[CH:4]=[CH:5][N:6]=[C:2]1[C:13]([OH:14])([CH3:15])[CH3:12], predict the reactants needed to synthesize it. The reactants are: Br[C:2]1[S:3][CH:4]=[CH:5][N:6]=1.C([Mg]Cl)(C)C.[CH3:12][C:13]([CH3:15])=[O:14]. (4) Given the product [Br:1][C:2]1[C:7]([O:8][C:9]2[CH:14]=[CH:13][C:12]([F:15])=[CH:11][C:10]=2[F:16])=[CH:6][C:5]2[N:17]=[N:19][NH:18][C:4]=2[CH:3]=1, predict the reactants needed to synthesize it. The reactants are: [Br:1][C:2]1[CH:3]=[C:4]([NH2:18])[C:5]([NH2:17])=[CH:6][C:7]=1[O:8][C:9]1[CH:14]=[CH:13][C:12]([F:15])=[CH:11][C:10]=1[F:16].[N:19]([O-])=O.[Na+]. (5) Given the product [Br:37][C:27]1[NH:26][N:25]=[C:24]([C:10]2[CH:11]=[C:12]([Cl:23])[C:13]([OH:15])=[CH:14][C:9]=2[OH:8])[C:28]=1[C:29]1[CH:30]=[CH:31][C:32]([O:35][CH3:36])=[CH:33][CH:34]=1, predict the reactants needed to synthesize it. The reactants are: C([O:8][C:9]1[CH:14]=[C:13]([O:15]CC2C=CC=CC=2)[C:12]([Cl:23])=[CH:11][C:10]=1[C:24]1[C:28]([C:29]2[CH:34]=[CH:33][C:32]([O:35][CH3:36])=[CH:31][CH:30]=2)=[C:27]([Br:37])[NH:26][N:25]=1)C1C=CC=CC=1.B(Cl)(Cl)Cl.C([O-])(O)=O.[Na+]. (6) Given the product [Si:1]([O:8][CH:9]1[CH2:15][N:14]([S:16]([C:19]2[CH:20]=[C:21]([CH:22]=[CH:23][CH:24]=2)[NH2:25])(=[O:17])=[O:18])[C:13]2[CH:28]=[CH:29][CH:30]=[CH:31][C:12]=2[O:11][CH2:10]1)([C:4]([CH3:7])([CH3:5])[CH3:6])([CH3:2])[CH3:3], predict the reactants needed to synthesize it. The reactants are: [Si:1]([O:8][CH:9]1[CH2:15][N:14]([S:16]([C:19]2[CH:24]=[CH:23][CH:22]=[C:21]([N+:25]([O-])=O)[CH:20]=2)(=[O:18])=[O:17])[C:13]2[CH:28]=[CH:29][CH:30]=[CH:31][C:12]=2[O:11][CH2:10]1)([C:4]([CH3:7])([CH3:6])[CH3:5])([CH3:3])[CH3:2].CO.C1COCC1.[BH4-].[Na+].